Dataset: Full USPTO retrosynthesis dataset with 1.9M reactions from patents (1976-2016). Task: Predict the reactants needed to synthesize the given product. (1) Given the product [N+:11]([C:8]1[CH:9]=[CH:10][C:5]([O:4][CH2:3][CH2:2][N:23]2[CH2:22][CH2:21][N:20]([C:26]([O:28][C:29]([CH3:32])([CH3:31])[CH3:30])=[O:27])[CH2:25][CH2:24]2)=[CH:6][CH:7]=1)([O-:13])=[O:12], predict the reactants needed to synthesize it. The reactants are: Br[CH2:2][CH2:3][O:4][C:5]1[CH:10]=[CH:9][C:8]([N+:11]([O-:13])=[O:12])=[CH:7][CH:6]=1.C([O-])([O-])=O.[K+].[K+].[N:20]1([C:26]([O:28][C:29]([CH3:32])([CH3:31])[CH3:30])=[O:27])[CH2:25][CH2:24][NH:23][CH2:22][CH2:21]1. (2) Given the product [CH3:1][C:2]1([CH3:17])[C:10]2[C:5](=[CH:6][C:7]([N+:11]([O-:13])=[O:12])=[CH:8][CH:9]=2)[NH:4][CH2:3]1, predict the reactants needed to synthesize it. The reactants are: [CH3:1][C:2]1([CH3:17])[C:10]2[C:5](=[CH:6][C:7]([N+:11]([O-:13])=[O:12])=[CH:8][CH:9]=2)[N:4](C(=O)C)[CH2:3]1.Cl. (3) Given the product [Cl:17][C:14]1[CH:15]=[C:16]2[NH:8][C:9](=[O:29])[C:10]3([CH:18]([C:19]4[CH:24]=[C:23]([Cl:25])[C:22]([F:26])=[CH:21][C:20]=4[O:27][CH3:28])[CH2:40][C:39](=[O:41])[NH:38][CH:37]3[C:35]3[CH:36]=[C:31]([F:30])[CH:32]=[CH:33][C:34]=3[CH3:46])[C:11]2=[CH:12][CH:13]=1, predict the reactants needed to synthesize it. The reactants are: C(OC([N:8]1[C:16]2[C:11](=[CH:12][CH:13]=[C:14]([Cl:17])[CH:15]=2)/[C:10](=[CH:18]/[C:19]2[CH:24]=[C:23]([Cl:25])[C:22]([F:26])=[CH:21][C:20]=2[O:27][CH3:28])/[C:9]1=[O:29])=O)(C)(C)C.[F:30][C:31]1[CH:32]=[CH:33][C:34]([CH3:46])=[C:35]([CH:37]=[N:38][C:39]([O:41][Si](C)(C)C)=[CH2:40])[CH:36]=1. (4) Given the product [CH2:12]([O:11][C:9](=[O:10])[C:7]1[CH:8]=[C:3]([C:1]#[N:2])[C:4]([N:16]2[CH2:19][CH:18]([C:20](=[O:21])[NH:34][S:31]([CH2:30][C:26]3[CH:27]=[CH:28][CH:29]=[C:24]([F:23])[CH:25]=3)(=[O:33])=[O:32])[CH2:17]2)=[N:5][C:6]=1[O:14][CH3:15])[CH3:13], predict the reactants needed to synthesize it. The reactants are: [C:1]([C:3]1[C:4]([N:16]2[CH2:19][CH:18]([C:20](O)=[O:21])[CH2:17]2)=[N:5][C:6]([O:14][CH3:15])=[C:7]([C:9]([O:11][CH2:12][CH3:13])=[O:10])[CH:8]=1)#[N:2].[F:23][C:24]1[CH:25]=[C:26]([CH2:30][S:31]([NH2:34])(=[O:33])=[O:32])[CH:27]=[CH:28][CH:29]=1. (5) Given the product [CH:23]1([C:19]2[CH:20]=[C:21]([CH3:22])[C:16]([N:13]3[CH2:14][CH2:15][N:10]([C:8]([C:5]4[CH:4]=[CH:3][C:2]([N:29]5[CH2:30][CH2:31][N:27]([CH3:26])[C:28]5=[O:32])=[N:7][CH:6]=4)=[O:9])[CH2:11][CH2:12]3)=[N:17][CH:18]=2)[CH2:25][CH2:24]1, predict the reactants needed to synthesize it. The reactants are: Br[C:2]1[N:7]=[CH:6][C:5]([C:8]([N:10]2[CH2:15][CH2:14][N:13]([C:16]3[C:21]([CH3:22])=[CH:20][C:19]([CH:23]4[CH2:25][CH2:24]4)=[CH:18][N:17]=3)[CH2:12][CH2:11]2)=[O:9])=[CH:4][CH:3]=1.[CH3:26][N:27]1[CH2:31][CH2:30][NH:29][C:28]1=[O:32]. (6) Given the product [F:15][C:12]([F:13])([F:14])[CH2:11][O:10][C:7]1[N:8]=[CH:9][C:4]([NH2:1])=[CH:5][CH:6]=1, predict the reactants needed to synthesize it. The reactants are: [N+:1]([C:4]1[CH:5]=[CH:6][C:7]([O:10][CH2:11][C:12]([F:15])([F:14])[F:13])=[N:8][CH:9]=1)([O-])=O.[H][H]. (7) Given the product [CH:19]1([S:15][C:10]2[C:9]([C:6]3[CH:5]=[CH:4][C:3]([O:2][CH3:1])=[CH:8][CH:7]=3)=[CH:14][CH:13]=[CH:12][N:11]=2)[CH2:22][CH2:21][CH2:20]1, predict the reactants needed to synthesize it. The reactants are: [CH3:1][O:2][C:3]1[CH:8]=[CH:7][C:6]([C:9]2[C:10]([SH:15])=[N:11][CH:12]=[CH:13][CH:14]=2)=[CH:5][CH:4]=1.[H-].[Na+].Br[CH:19]1[CH2:22][CH2:21][CH2:20]1. (8) Given the product [OH:30][CH2:31][CH:32]1[CH2:34][CH:33]1[C:2]1[N:6]2[C:7](=[O:22])[CH:8]=[C:9]([O:11][C:12]3[CH:17]=[CH:16][CH:15]=[C:14]([C:18]([F:21])([F:20])[F:19])[CH:13]=3)[N:10]=[C:5]2[S:4][C:3]=1[CH3:23], predict the reactants needed to synthesize it. The reactants are: Br[C:2]1[N:6]2[C:7](=[O:22])[CH:8]=[C:9]([O:11][C:12]3[CH:17]=[CH:16][CH:15]=[C:14]([C:18]([F:21])([F:20])[F:19])[CH:13]=3)[N:10]=[C:5]2[S:4][C:3]=1[CH3:23].C(=O)([O-])[O-].[Na+].[Na+].[OH:30][CH2:31][C@@H:32]1[CH2:34][C@H:33]1[B-](F)(F)F.[K+]. (9) Given the product [CH3:19][C@H:17]1[O:16][C:15](=[O:20])[N:14]([CH2:13][C:12]2[CH:21]=[CH:22][C:9]([O:8][CH2:30][C:29]3[CH:28]=[CH:27][C:26]([C:25]([F:24])([F:34])[F:35])=[CH:33][CH:32]=3)=[C:10]([CH3:23])[CH:11]=2)[CH2:18]1, predict the reactants needed to synthesize it. The reactants are: [Si]([O:8][C:9]1[CH:22]=[CH:21][C:12]([CH2:13][N:14]2[CH2:18][C@@H:17]([CH3:19])[O:16][C:15]2=[O:20])=[CH:11][C:10]=1[CH3:23])(C(C)(C)C)(C)C.[F:24][C:25]([F:35])([F:34])[C:26]1[CH:33]=[CH:32][C:29]([CH2:30]Br)=[CH:28][CH:27]=1. (10) Given the product [CH3:1][O:2][C:3](=[O:4])[C:5]1[CH:6]=[CH:7][C:8]([C:11](=[O:13])[NH:14][C:15]2[CH:20]=[CH:19][CH:18]=[CH:17][CH:16]=2)=[N:9][CH:10]=1, predict the reactants needed to synthesize it. The reactants are: [CH3:1][O:2][C:3]([C:5]1[CH:6]=[CH:7][C:8]([C:11]([OH:13])=O)=[N:9][CH:10]=1)=[O:4].[NH2:14][C:15]1[CH:20]=[CH:19][CH:18]=[CH:17][CH:16]=1.C1C=CC2N(O)N=NC=2C=1.CCN(C(C)C)C(C)C.Cl.